From a dataset of Full USPTO retrosynthesis dataset with 1.9M reactions from patents (1976-2016). Predict the reactants needed to synthesize the given product. (1) Given the product [Cl:15][C:11]1[CH:10]=[C:9]([CH:14]=[CH:13][CH:12]=1)[O:8][C:5]1[CH:6]=[CH:7][C:2]([B:21]2[O:22][C:23]([CH3:25])([CH3:24])[C:19]([CH3:35])([CH3:18])[O:20]2)=[CH:3][C:4]=1[O:16][CH3:17], predict the reactants needed to synthesize it. The reactants are: Br[C:2]1[CH:7]=[CH:6][C:5]([O:8][C:9]2[CH:14]=[CH:13][CH:12]=[C:11]([Cl:15])[CH:10]=2)=[C:4]([O:16][CH3:17])[CH:3]=1.[CH3:18][C:19]1([CH3:35])[C:23]([CH3:25])([CH3:24])[O:22][B:21]([B:21]2[O:22][C:23]([CH3:25])([CH3:24])[C:19]([CH3:35])([CH3:18])[O:20]2)[O:20]1.C([O-])(=O)C.[K+]. (2) Given the product [IH:11].[CH3:12][CH:13]1[C:22]2[C:17](=[CH:18][CH:19]=[CH:20][CH:21]=2)[N:16]=[C:15]([NH:10][CH2:9][CH2:8][O:1][C:2]2[CH:7]=[CH:6][CH:5]=[CH:4][CH:3]=2)[NH:14]1, predict the reactants needed to synthesize it. The reactants are: [O:1]([CH2:8][CH2:9][NH2:10])[C:2]1[CH:7]=[CH:6][CH:5]=[CH:4][CH:3]=1.[IH:11].[CH3:12][CH:13]1[C:22]2[C:17](=[CH:18][CH:19]=[CH:20][CH:21]=2)[N:16]=[C:15](SC)[NH:14]1. (3) Given the product [Cl:1][C:2]1[CH:30]=[C:29]([Cl:31])[CH:28]=[CH:27][C:3]=1[CH2:4][O:5][CH2:6][C@H:7]1[O:11][CH:10]([OH:12])[C@:9]([C:15]#[CH:16])([OH:14])[C@@H:8]1[O:17][CH2:18][C:19]1[CH:24]=[CH:23][C:22]([Cl:25])=[CH:21][C:20]=1[Cl:26], predict the reactants needed to synthesize it. The reactants are: [Cl:1][C:2]1[CH:30]=[C:29]([Cl:31])[CH:28]=[CH:27][C:3]=1[CH2:4][O:5][CH2:6][C@H:7]1[O:11][CH:10]([O:12]C)[C@:9]([C:15]#[CH:16])([OH:14])[C@@H:8]1[O:17][CH2:18][C:19]1[CH:24]=[CH:23][C:22]([Cl:25])=[CH:21][C:20]=1[Cl:26].C(O)(C(F)(F)F)=O. (4) Given the product [N:1]1([C:2]2[CH:3]=[CH:4][C:5]([N:8]3[CH2:13][CH2:12][CH2:11][NH:10][C:9]3=[O:14])=[CH:6][CH:7]=2)[CH2:21][CH2:20][NH:19][CH2:18][CH2:17]1, predict the reactants needed to synthesize it. The reactants are: [NH2:1][C:2]1[CH:7]=[CH:6][C:5]([N:8]2[CH2:13][CH2:12][CH2:11][NH:10][C:9]2=[O:14])=[CH:4][CH:3]=1.Cl.Cl[CH2:17][CH2:18][NH:19][CH2:20][CH2:21]Cl.C(=O)([O-])[O-].[K+].[K+].